Dataset: Full USPTO retrosynthesis dataset with 1.9M reactions from patents (1976-2016). Task: Predict the reactants needed to synthesize the given product. (1) Given the product [ClH:40].[ClH:40].[C:1]1([N:7]([CH2:30][CH2:31][CH2:32][C:33]([O:35][CH2:36][CH3:39])=[O:34])[C:8]([C:10]2[CH:29]=[CH:28][C:13]3[N:14]([CH3:27])[C:15]([CH2:17][NH:18][C:19]4[CH:20]=[CH:21][C:22]([C:25](=[NH:26])[NH2:48])=[CH:23][CH:24]=4)=[N:16][C:12]=3[CH:11]=2)=[O:9])[CH:6]=[CH:5][CH:4]=[CH:3][CH:2]=1, predict the reactants needed to synthesize it. The reactants are: [C:1]1([N:7]([CH2:30][CH2:31][CH2:32][C:33]([O:35][C:36]([CH3:39])(C)C)=[O:34])[C:8]([C:10]2[CH:29]=[CH:28][C:13]3[N:14]([CH3:27])[C:15]([CH2:17][NH:18][C:19]4[CH:24]=[CH:23][C:22]([C:25]#[N:26])=[CH:21][CH:20]=4)=[N:16][C:12]=3[CH:11]=2)=[O:9])[CH:6]=[CH:5][CH:4]=[CH:3][CH:2]=1.[ClH:40].C(O)C.C(=O)([O-])[O-].[NH4+:48].[NH4+]. (2) Given the product [Si:6]([O:5][CH2:4][CH2:3][CH2:2][O:19][C:20]1[CH:27]=[CH:26][C:23]([CH:24]=[O:25])=[C:22]([O:28][CH3:29])[CH:21]=1)([C:9]([CH3:12])([CH3:11])[CH3:10])([CH3:8])[CH3:7], predict the reactants needed to synthesize it. The reactants are: Br[CH2:2][CH2:3][CH2:4][O:5][Si:6]([C:9]([CH3:12])([CH3:11])[CH3:10])([CH3:8])[CH3:7].C([O-])([O-])=O.[K+].[K+].[OH:19][C:20]1[CH:27]=[CH:26][C:23]([CH:24]=[O:25])=[C:22]([O:28][CH3:29])[CH:21]=1. (3) Given the product [N:18]([CH2:2][CH2:3][O:4][CH2:5][CH2:6][O:7][CH2:8][CH2:9][P:10](=[O:17])([O:14][CH2:15][CH3:16])[O:11][CH2:12][CH3:13])=[N+:19]=[N-:20], predict the reactants needed to synthesize it. The reactants are: I[CH2:2][CH2:3][O:4][CH2:5][CH2:6][O:7][CH2:8][CH2:9][P:10](=[O:17])([O:14][CH2:15][CH3:16])[O:11][CH2:12][CH3:13].[N-:18]=[N+:19]=[N-:20].[Na+]. (4) Given the product [Cl:40][C:37]1[CH:38]=[CH:39][C:34]([C@@H:15]2[C@:16]([C:26]3[CH:31]=[CH:30][C:29]([Cl:32])=[CH:28][C:27]=3[F:33])([C:24]#[N:25])[C@H:17]([CH2:19][C:20]([CH3:23])([CH3:22])[CH3:21])[CH2:18][N:14]2[C:12]([NH:11][CH2:10][C:7]2[CH:6]=[CH:5][C:4]([C:3]([OH:42])=[O:2])=[CH:9][CH:8]=2)=[O:13])=[C:35]([F:41])[CH:36]=1, predict the reactants needed to synthesize it. The reactants are: C[O:2][C:3](=[O:42])[C:4]1[CH:9]=[CH:8][C:7]([CH2:10][NH:11][C:12]([N:14]2[CH2:18][C@@H:17]([CH2:19][C:20]([CH3:23])([CH3:22])[CH3:21])[C@@:16]([C:26]3[CH:31]=[CH:30][C:29]([Cl:32])=[CH:28][C:27]=3[F:33])([C:24]#[N:25])[C@H:15]2[C:34]2[CH:39]=[CH:38][C:37]([Cl:40])=[CH:36][C:35]=2[F:41])=[O:13])=[CH:6][CH:5]=1.[Li+].[OH-]. (5) Given the product [Si:24]([O:21][C@H:18]1[CH2:19][CH2:20][N:16]([CH2:15][C:14]2[CH:13]=[CH:12][C:11]([C:9]3[S:10][C:3]4[C:4](=[N:5][CH:6]=[CH:7][C:2]=4[Cl:1])[CH:8]=3)=[CH:23][CH:22]=2)[CH2:17]1)([C:27]([CH3:30])([CH3:29])[CH3:28])([CH3:26])[CH3:25], predict the reactants needed to synthesize it. The reactants are: [Cl:1][C:2]1[CH:7]=[CH:6][N:5]=[C:4]2[CH:8]=[C:9]([C:11]3[CH:23]=[CH:22][C:14]([CH2:15][N:16]4[CH2:20][CH2:19][C@H:18]([OH:21])[CH2:17]4)=[CH:13][CH:12]=3)[S:10][C:3]=12.[Si:24](OS(C(F)(F)F)(=O)=O)([C:27]([CH3:30])([CH3:29])[CH3:28])([CH3:26])[CH3:25].CCN(CC)CC.CO.CCOC(C)=O.